This data is from Forward reaction prediction with 1.9M reactions from USPTO patents (1976-2016). The task is: Predict the product of the given reaction. (1) The product is: [CH2:25]([O:27][C:28]1[CH:33]=[CH:32][C:31]([C:2]2[CH:11]=[CH:10][C:9]3[N:8]=[CH:7][C:6]4[N:12]([CH3:24])[C:13](=[O:23])[N:14]([C:15]5[C:16]([CH3:22])=[N:17][N:18]([CH2:20][CH3:21])[CH:19]=5)[C:5]=4[C:4]=3[CH:3]=2)=[CH:30][C:29]=1[O:43][CH3:44])[CH3:26]. Given the reactants Br[C:2]1[CH:11]=[CH:10][C:9]2[N:8]=[CH:7][C:6]3[N:12]([CH3:24])[C:13](=[O:23])[N:14]([C:15]4[C:16]([CH3:22])=[N:17][N:18]([CH2:20][CH3:21])[CH:19]=4)[C:5]=3[C:4]=2[CH:3]=1.[CH2:25]([O:27][C:28]1[CH:33]=[CH:32][C:31](B2OC(C)(C)C(C)(C)O2)=[CH:30][C:29]=1[O:43][CH3:44])[CH3:26], predict the reaction product. (2) Given the reactants [NH2:1][C:2]1[N:10]=[C:9]([NH2:11])[CH:8]=[CH:7][C:3]=1[C:4]([OH:6])=O.C(N(CC)CC)C.F[P-](F)(F)(F)(F)F.N1(O[P+](N(C)C)(N(C)C)N(C)C)C2C=CC=CC=2N=N1.[CH2:46]([O:53][C:54]1[CH:61]=[CH:60][C:57]([CH2:58][NH2:59])=[CH:56][CH:55]=1)[C:47]1[CH:52]=[CH:51][CH:50]=[CH:49][CH:48]=1.N1C2C(=NC=CC=2)C=C1, predict the reaction product. The product is: [NH2:1][C:2]1[N:10]=[C:9]([NH2:11])[CH:8]=[CH:7][C:3]=1[C:4]([NH:59][CH2:58][C:57]1[CH:60]=[CH:61][C:54]([O:53][CH2:46][C:47]2[CH:52]=[CH:51][CH:50]=[CH:49][CH:48]=2)=[CH:55][CH:56]=1)=[O:6]. (3) Given the reactants [CH2:1]([C:3]1[C:11]2[C:6](=[CH:7][CH:8]=[CH:9][C:10]=2[NH:12][C:13]([C:15]2[N:19]3[CH:20]=[CH:21][CH:22]=[CH:23][C:18]3=[N:17][CH:16]=2)=[O:14])[N:5]([CH2:24][C:25]2[N:30]=[C:29]([CH2:31][N:32]3[CH2:37][CH2:36][N:35](C(OC(C)(C)C)=O)[CH2:34][CH2:33]3)[CH:28]=[CH:27][CH:26]=2)[N:4]=1)[CH3:2].[ClH:45], predict the reaction product. The product is: [ClH:45].[ClH:45].[CH2:1]([C:3]1[C:11]2[C:6](=[CH:7][CH:8]=[CH:9][C:10]=2[NH:12][C:13]([C:15]2[N:19]3[CH:20]=[CH:21][CH:22]=[CH:23][C:18]3=[N:17][CH:16]=2)=[O:14])[N:5]([CH2:24][C:25]2[CH:26]=[CH:27][CH:28]=[C:29]([CH2:31][N:32]3[CH2:33][CH2:34][NH:35][CH2:36][CH2:37]3)[N:30]=2)[N:4]=1)[CH3:2]. (4) Given the reactants [Li]CCCC.CCCCCC.Br[C:13]1[CH:14]=[C:15]2[CH:21]=[CH:20][N:19]([Si:22]([C:25]([CH3:28])([CH3:27])[CH3:26])([CH3:24])[CH3:23])[C:16]2=[N:17][CH:18]=1.[Sn:29](I)([CH2:38][CH2:39][CH2:40][CH3:41])([CH2:34][CH2:35][CH2:36][CH3:37])[CH2:30][CH2:31][CH2:32][CH3:33], predict the reaction product. The product is: [C:25]([Si:22]([CH3:24])([CH3:23])[N:19]1[C:16]2=[N:17][CH:18]=[C:13]([Sn:29]([CH2:34][CH2:35][CH2:36][CH3:37])([CH2:38][CH2:39][CH2:40][CH3:41])[CH2:30][CH2:31][CH2:32][CH3:33])[CH:14]=[C:15]2[CH:21]=[CH:20]1)([CH3:28])([CH3:27])[CH3:26]. (5) Given the reactants [C:1]([C:3]1[CH:8]=[CH:7][C:6]([C:9]2[N:13]3[CH:14]=[C:15]([C:18]4[CH:26]=[CH:25][C:21]([C:22](O)=[O:23])=[CH:20][CH:19]=4)[CH:16]=[CH:17][C:12]3=[N:11][CH:10]=2)=[CH:5][CH:4]=1)#[N:2].CN(C(ON1N=NC2C=CC=NC1=2)=[N+](C)C)C.F[P-](F)(F)(F)(F)F.CN1CCOCC1.Cl.[N:59]1([C:70]([O:72][C:73]([CH3:76])([CH3:75])[CH3:74])=[O:71])[C:64]2([CH2:69][CH2:68][NH:67][CH2:66][CH2:65]2)[CH2:63][CH2:62][CH2:61][CH2:60]1, predict the reaction product. The product is: [C:1]([C:3]1[CH:4]=[CH:5][C:6]([C:9]2[N:13]3[CH:14]=[C:15]([C:18]4[CH:26]=[CH:25][C:21]([C:22]([N:67]5[CH2:68][CH2:69][C:64]6([N:59]([C:70]([O:72][C:73]([CH3:76])([CH3:75])[CH3:74])=[O:71])[CH2:60][CH2:61][CH2:62][CH2:63]6)[CH2:65][CH2:66]5)=[O:23])=[CH:20][CH:19]=4)[CH:16]=[CH:17][C:12]3=[N:11][CH:10]=2)=[CH:7][CH:8]=1)#[N:2].